Dataset: Reaction yield outcomes from USPTO patents with 853,638 reactions. Task: Predict the reaction yield, written as a fraction of the theoretical maximum amount of product (1.0 means a 100% yield; for example, 0.34 means a 34% yield). (1) The reactants are [NH2:1][C:2]1[N:7]=[C:6]([N:8]2[CH2:13][CH2:12][N:11](C(OC(C)(C)C)=O)[CH2:10][CH2:9]2)[C:5]([NH2:21])=[C:4]([SH:22])[N:3]=1.[F:23][C:24]1[CH:29]=[CH:28][C:27]([CH2:30][CH2:31][CH2:32][C:33](O)=O)=[CH:26][CH:25]=1. No catalyst specified. The product is [F:23][C:24]1[CH:29]=[CH:28][C:27]([CH2:30][CH2:31][CH2:32][C:33]2[S:22][C:4]3[N:3]=[C:2]([NH2:1])[N:7]=[C:6]([N:8]4[CH2:9][CH2:10][NH:11][CH2:12][CH2:13]4)[C:5]=3[N:21]=2)=[CH:26][CH:25]=1. The yield is 0.480. (2) The reactants are [CH3:1][C:2]1[CH:3]=[C:4]([C:8](=[O:12])[C@H:9](O)[CH3:10])[CH:5]=[CH:6][CH:7]=1.CN(C1C2C(N(C)C)=CC=CC=2C=CC=1)C.S(OS(C(F)(F)F)(=O)=O)(C(F)(F)F)(=O)=O.[NH2:44][C:45]([CH3:49])([CH3:48])[CH2:46][OH:47]. The catalyst is C(#N)C. The product is [C:2]1([CH3:1])[CH:7]=[CH:6][CH:5]=[C:4]([C@:8]2([OH:12])[O:47][CH2:46][C:45]([CH3:49])([CH3:48])[NH:44][C@H:9]2[CH3:10])[CH:3]=1. The yield is 0.660. (3) The reactants are C(OC(=O)[NH:7][CH:8]1[CH2:13][CH2:12][CH:11]([NH:14][C:15]2[N:20]=[CH:19][N:18]=[C:17]3[N:21]([C:24]4[CH:29]=[CH:28][C:27]([S:30]([CH3:33])(=[O:32])=[O:31])=[CH:26][CH:25]=4)[N:22]=[CH:23][C:16]=23)[CH2:10][CH2:9]1)(C)(C)C. The catalyst is Cl.O1CCOCC1. The product is [CH3:33][S:30]([C:27]1[CH:28]=[CH:29][C:24]([N:21]2[C:17]3=[N:18][CH:19]=[N:20][C:15]([NH:14][CH:11]4[CH2:12][CH2:13][CH:8]([NH2:7])[CH2:9][CH2:10]4)=[C:16]3[CH:23]=[N:22]2)=[CH:25][CH:26]=1)(=[O:32])=[O:31]. The yield is 1.00. (4) The reactants are C([O-])(=O)C.[K+].[C:6]([O:10][C:11](=[O:30])[N:12]([CH2:14][CH:15]([C:23]1[CH:28]=[CH:27][C:26](Br)=[CH:25][CH:24]=1)[C:16]1[CH:21]=[CH:20][C:19]([Cl:22])=[CH:18][CH:17]=1)[CH3:13])([CH3:9])([CH3:8])[CH3:7].[B:31]1([B:31]2[O:35][C:34]([CH3:37])([CH3:36])[C:33]([CH3:39])([CH3:38])[O:32]2)[O:35][C:34]([CH3:37])([CH3:36])[C:33]([CH3:39])([CH3:38])[O:32]1.C1(P(C2CCCCC2)C2CCCCC2)CCCCC1. The catalyst is O1CCOCC1.C1C=CC(/C=C/C(/C=C/C2C=CC=CC=2)=O)=CC=1.C1C=CC(/C=C/C(/C=C/C2C=CC=CC=2)=O)=CC=1.C1C=CC(/C=C/C(/C=C/C2C=CC=CC=2)=O)=CC=1.[Pd].[Pd]. The product is [C:6]([O:10][C:11](=[O:30])[N:12]([CH2:14][CH:15]([C:16]1[CH:21]=[CH:20][C:19]([Cl:22])=[CH:18][CH:17]=1)[C:23]1[CH:28]=[CH:27][C:26]([B:31]2[O:35][C:34]([CH3:37])([CH3:36])[C:33]([CH3:39])([CH3:38])[O:32]2)=[CH:25][CH:24]=1)[CH3:13])([CH3:9])([CH3:8])[CH3:7]. The yield is 0.210. (5) The reactants are [CH3:1][CH:2]1[CH2:7][CH:6]([CH3:8])[CH2:5][NH:4][CH2:3]1.C(N(CC)CC)C.[CH3:16][C:17]1[CH:18]=[C:19]([CH:23]=[CH:24][CH:25]=1)[C:20](Cl)=[O:21].O. The catalyst is ClCCl. The product is [CH3:1][CH:2]1[CH2:7][CH:6]([CH3:8])[CH2:5][N:4]([C:20](=[O:21])[C:19]2[CH:23]=[CH:24][CH:25]=[C:17]([CH3:16])[CH:18]=2)[CH2:3]1. The yield is 0.630. (6) The reactants are Br[C:2]1[CH:29]=[CH:28][C:5]2[N:6]([C:21](=[O:27])[CH2:22][S:23]([CH3:26])(=[O:25])=[O:24])[C@@H:7]([CH3:20])[C@H:8]([NH:12][C:13](=[O:19])[O:14][C:15]([CH3:18])([CH3:17])[CH3:16])[C:9](=[O:11])[NH:10][C:4]=2[CH:3]=1.[CH3:30][N:31](C=O)C. The catalyst is [C-]#N.[Zn+2].[C-]#N. The product is [C:30]([C:2]1[CH:29]=[CH:28][C:5]2[N:6]([C:21](=[O:27])[CH2:22][S:23]([CH3:26])(=[O:25])=[O:24])[C@@H:7]([CH3:20])[C@H:8]([NH:12][C:13](=[O:19])[O:14][C:15]([CH3:18])([CH3:16])[CH3:17])[C:9](=[O:11])[NH:10][C:4]=2[CH:3]=1)#[N:31]. The yield is 0.940. (7) The yield is 0.960. The product is [SH:16][C:2]1[CH:3]=[N:4][CH:5]=[CH:6][C:7]=1[C:8]1[CH:15]=[CH:14][C:11]([C:12]#[N:13])=[CH:10][CH:9]=1. The catalyst is CN(C=O)C. The reactants are F[C:2]1[CH:3]=[N:4][CH:5]=[CH:6][C:7]=1[C:8]1[CH:15]=[CH:14][C:11]([C:12]#[N:13])=[CH:10][CH:9]=1.[S-2:16].[Na+].[Na+].Cl. (8) The reactants are [F:1][C:2]1[C:31]([F:32])=[CH:30][CH:29]=[CH:28][C:3]=1[O:4][C:5]1[CH:10]=[CH:9][C:8]([C:11]2[C:19]3[C:14](=[N:15][CH:16]=[N:17][C:18]=3[NH2:20])[N:13]([CH2:21][C@H:22]3[CH2:26][CH2:25][CH2:24][NH:23]3)[N:12]=2)=[C:7]([F:27])[CH:6]=1.[C:33]([CH2:35][C:36](O)=[O:37])#[N:34].CN(C(ON1N=NC2C=CC=NC1=2)=[N+](C)C)C.F[P-](F)(F)(F)(F)F. The catalyst is CN(C)C=O. The product is [NH2:20][C:18]1[N:17]=[CH:16][N:15]=[C:14]2[N:13]([CH2:21][C@H:22]3[CH2:26][CH2:25][CH2:24][N:23]3[C:36](=[O:37])[CH2:35][C:33]#[N:34])[N:12]=[C:11]([C:8]3[CH:9]=[CH:10][C:5]([O:4][C:3]4[CH:28]=[CH:29][CH:30]=[C:31]([F:32])[C:2]=4[F:1])=[CH:6][C:7]=3[F:27])[C:19]=12. The yield is 0.830. (9) The reactants are [Br:1][C:2]1[CH:7]=[CH:6][C:5]([N+:8]([O-:10])=[O:9])=[C:4](F)[CH:3]=1.Cl.[CH3:13][NH2:14]. The catalyst is CS(C)=O. The product is [Br:1][C:2]1[CH:7]=[CH:6][C:5]([N+:8]([O-:10])=[O:9])=[C:4]([CH:3]=1)[NH:14][CH3:13]. The yield is 0.980. (10) The reactants are [Cl:1][C:2]1[CH:3]=[C:4]2[C:9](=[CH:10][CH:11]=1)[N:8]=[C:7]([NH:12][C:13](=[O:17])OCC)[C:6]([O:18][CH3:19])=[N:5]2.[CH3:20][O:21][C:22]1[CH:23]=[C:24]([N:28]2[CH2:33][CH2:32][NH:31][CH2:30][CH2:29]2)[CH:25]=[CH:26][CH:27]=1. No catalyst specified. The product is [Cl:1][C:2]1[CH:3]=[C:4]2[C:9](=[CH:10][CH:11]=1)[N:8]=[C:7]([NH:12][C:13]([N:31]1[CH2:30][CH2:29][N:28]([C:24]3[CH:25]=[CH:26][CH:27]=[C:22]([O:21][CH3:20])[CH:23]=3)[CH2:33][CH2:32]1)=[O:17])[C:6]([O:18][CH3:19])=[N:5]2. The yield is 0.850.